Dataset: Full USPTO retrosynthesis dataset with 1.9M reactions from patents (1976-2016). Task: Predict the reactants needed to synthesize the given product. (1) Given the product [C:1]([C:3]1[CH:4]=[C:5]2[C:10](=[CH:11][CH:12]=1)[CH:9]([CH2:13][C:14]([O:16][CH2:17][CH3:18])=[O:15])[CH2:8][CH2:7][CH2:6]2)#[N:2], predict the reactants needed to synthesize it. The reactants are: [C:1]([C:3]1[CH:4]=[C:5]2[C:10](=[CH:11][CH:12]=1)[C:9](=[CH:13][C:14]([O:16][CH2:17][CH3:18])=[O:15])[CH2:8][CH2:7][CH2:6]2)#[N:2]. (2) Given the product [NH2:35][C@H:12]1[N:13]=[C:14]([CH2:22][CH3:23])[C:15]2[CH:20]=[CH:19][CH:18]=[C:17]([CH3:21])[C:16]=2[N:10]([CH2:9][C:7]([CH:1]2[CH2:6][CH2:5][CH2:4][CH2:3][CH2:2]2)=[O:8])[C:11]1=[O:36], predict the reactants needed to synthesize it. The reactants are: [CH:1]1([C:7]([CH2:9][N:10]2[C:16]3[C:17]([CH3:21])=[CH:18][CH:19]=[CH:20][C:15]=3[C:14]([CH2:22][CH3:23])=[N:13][C@@:12]([NH2:35])(C(=O)[C@H](CC3C=CC=CC=3)N)[C:11]2=[O:36])=[O:8])[CH2:6][CH2:5][CH2:4][CH2:3][CH2:2]1.C1(N=C=S)C=CC=CC=1.FC(F)(F)C(O)=O. (3) Given the product [F:37][C:38]([F:46])([F:47])[C:39]1[CH:40]=[C:41]([NH:42][C:18]([C:17]2[CH:16]=[C:15]([N:9]3[CH2:10][C:11]4[CH:12]=[N:13][CH:14]=[C:5]([C:3]([O:2][CH3:1])=[O:4])[C:6]=4[CH2:7][CH2:8]3)[CH:23]=[CH:22][CH:21]=2)=[O:19])[CH:43]=[CH:44][CH:45]=1, predict the reactants needed to synthesize it. The reactants are: [CH3:1][O:2][C:3]([C:5]1[CH:14]=[N:13][CH:12]=[C:11]2[C:6]=1[CH2:7][CH2:8][N:9]([C:15]1[CH:16]=[C:17]([CH:21]=[CH:22][CH:23]=1)[C:18](O)=[O:19])[CH2:10]2)=[O:4].C(N(CC)CC)C.CCCP(=O)=O.[F:37][C:38]([F:47])([F:46])[C:39]1[CH:40]=[C:41]([CH:43]=[CH:44][CH:45]=1)[NH2:42]. (4) Given the product [Br:1][C:2]1[N:7]=[C:6]([C:8]2([CH2:11][OH:12])[NH:13][C:14](=[O:17])[CH2:15][O:10][CH2:9]2)[CH:5]=[CH:4][CH:3]=1, predict the reactants needed to synthesize it. The reactants are: [Br:1][C:2]1[N:7]=[C:6]([C:8]([NH:13][C:14](=[O:17])[CH2:15]Cl)([CH2:11][OH:12])[CH2:9][OH:10])[CH:5]=[CH:4][CH:3]=1.CC([O-])(C)C.[K+].[I-].[Na+].O. (5) Given the product [Cl:29][C:13]1[C:14]([F:18])=[CH:15][CH:16]=[CH:17][C:12]=1[S:9]([NH:8][C:5]1[C:4]([O:19][CH3:20])=[N:3][C:2]([Cl:1])=[CH:7][N:6]=1)(=[O:11])=[O:10], predict the reactants needed to synthesize it. The reactants are: [Cl:1][C:2]1[N:3]=[C:4]([O:19][CH3:20])[C:5]([NH:8][S:9]([C:12]2[CH:17]=[CH:16][CH:15]=[C:14]([F:18])[CH:13]=2)(=[O:11])=[O:10])=[N:6][CH:7]=1.C([N-]C(C)C)(C)C.[Li+].[Cl:29]C(Cl)(Cl)C(Cl)(Cl)Cl.